Dataset: Forward reaction prediction with 1.9M reactions from USPTO patents (1976-2016). Task: Predict the product of the given reaction. (1) Given the reactants [O-]CC.[Na+].[NH2:5][CH2:6][CH2:7][CH2:8][O:9][C:10]1[CH:11]=[C:12]2[C:17](=[CH:18][CH:19]=1)[N:16]([CH3:20])[C:15](=[O:21])[CH:14]=[CH:13]2.Cl[CH2:23][CH2:24][C:25]([NH:27][C:28]1[CH:33]=[CH:32][CH:31]=[CH:30][C:29]=1[CH3:34])=[O:26], predict the reaction product. The product is: [CH3:20][N:16]1[C:17]2[C:12](=[CH:11][C:10]([O:9][CH2:8][CH2:7][CH2:6][NH:5][CH2:23][CH2:24][C:25]([NH:27][C:28]3[CH:33]=[CH:32][CH:31]=[CH:30][C:29]=3[CH3:34])=[O:26])=[CH:19][CH:18]=2)[CH:13]=[CH:14][C:15]1=[O:21]. (2) Given the reactants [CH3:1][O:2][CH2:3][C:4]1[O:8][C:7]([CH2:9][N:10]2[C:15]3[CH:16]=[C:17]([C:19]4[CH:24]=[CH:23][CH:22]=[CH:21][CH:20]=4)[S:18][C:14]=3[C:13](=[O:25])[N:12]([CH:26]3[CH2:31][CH2:30][N:29](C(OC(C)(C)C)=O)[CH2:28][CH2:27]3)[C:11]2=[O:39])=[N:6][N:5]=1.[ClH:40], predict the reaction product. The product is: [ClH:40].[CH3:1][O:2][CH2:3][C:4]1[O:8][C:7]([CH2:9][N:10]2[C:15]3[CH:16]=[C:17]([C:19]4[CH:24]=[CH:23][CH:22]=[CH:21][CH:20]=4)[S:18][C:14]=3[C:13](=[O:25])[N:12]([CH:26]3[CH2:31][CH2:30][NH:29][CH2:28][CH2:27]3)[C:11]2=[O:39])=[N:6][N:5]=1. (3) Given the reactants [O:1]1[CH2:6][CH2:5][CH:4]([CH2:7][C:8]2[N:13]=[C:12]([NH:14]C(=O)OC(C)(C)C)[CH:11]=[CH:10][CH:9]=2)[CH2:3][CH2:2]1, predict the reaction product. The product is: [O:1]1[CH2:2][CH2:3][CH:4]([CH2:7][C:8]2[N:13]=[C:12]([NH2:14])[CH:11]=[CH:10][CH:9]=2)[CH2:5][CH2:6]1. (4) Given the reactants CC1(C)CC=C(C2SC=CN=2)C2C=C(C#CC3C=CC(C(O)=O)=CC=3)C=CC1=2.[CH3:29][C:30]1([CH3:59])[CH2:39][CH:38]=[C:37]([C:40]2[CH:45]=[CH:44][CH:43]=[CH:42][CH:41]=2)[C:36]2[CH:35]=[C:34]([C:46]#[C:47][C:48]3[CH:58]=[CH:57][C:51]([C:52]([O:54]CC)=[O:53])=[CH:50][CH:49]=3)[CH:33]=[CH:32][C:31]1=2, predict the reaction product. The product is: [CH3:29][C:30]1([CH3:59])[CH2:39][CH:38]=[C:37]([C:40]2[CH:45]=[CH:44][CH:43]=[CH:42][CH:41]=2)[C:36]2[CH:35]=[C:34]([C:46]#[C:47][C:48]3[CH:49]=[CH:50][C:51]([C:52]([OH:54])=[O:53])=[CH:57][CH:58]=3)[CH:33]=[CH:32][C:31]1=2. (5) Given the reactants Cl.[CH2:2]([O:9][CH2:10][CH2:11][CH2:12][N:13]1[C:17](=[O:18])[C:16]2([CH2:23][CH2:22][NH:21][CH2:20][CH2:19]2)[N:15]([C:24]2[CH:29]=[CH:28][CH:27]=[CH:26][CH:25]=2)[CH2:14]1)[C:3]1[CH:8]=[CH:7][CH:6]=[CH:5][CH:4]=1.C(OCC)(=O)C, predict the reaction product. The product is: [CH2:2]([O:9][CH2:10][CH2:11][CH2:12][N:13]1[C:17](=[O:18])[C:16]2([CH2:19][CH2:20][NH:21][CH2:22][CH2:23]2)[N:15]([C:24]2[CH:29]=[CH:28][CH:27]=[CH:26][CH:25]=2)[CH2:14]1)[C:3]1[CH:8]=[CH:7][CH:6]=[CH:5][CH:4]=1.